From a dataset of Experimentally validated miRNA-target interactions with 360,000+ pairs, plus equal number of negative samples. Binary Classification. Given a miRNA mature sequence and a target amino acid sequence, predict their likelihood of interaction. (1) The miRNA is mmu-miR-5129-5p with sequence AUGUGGGGGCAUUGGUAUUUUC. The protein sequence of the target gene is MEAPAQKAGQGGLPKADAQGASGAREKRPEEPRPLEEDRAGSRPTQKGDLRGAAGGRTTPPGGGSRGCSLGVSPGPGTRHSAGTRPLVREPCGPTSSQNPELVIPEGLQAREGPCRSPARGGDCSRNSCLAWHRGAPAGETPPVCDPCPERIQNHPRTQLCEVHTDCWPCQPGTGAPTCPRTPKPTSRGRNPLVEQPRACACGEAFAWRALRIPQERLQATEEPRPCARCGKRFRPNQQQQAGKSPPVCPECGQTSRPRPIVPDPPAQRLYACDECGKAFTRTSSLLQHQRIHTGERPYE.... Result: 0 (no interaction). (2) Result: 0 (no interaction). The protein sequence of the target gene is METDESPSPLPCGPAGEAVMESRARPFQALPREQSPPPPLQTSSGAEVMDVGSGGDGQSELPAEDPFNFYGASLLSKGSFSKGRLLIDPNCSGHSPRTARHAPAVRKFSPDLKLLKDVKISVSFTESCRSKDRKVLYTGAERDVRAECGLLLSPVSGDVHACPFGGSVGDGVGIGGESADKKDEENELDQEKRVEYAVLDELEDFTDNLELDEEGAGGFTAKAIVQRDRVDEEALNFPYEDDFDNDVDALLEEGLCAPKKRRTEEKYGGDSDHPSDGETSVQPMMTKIKTVLKSRGRPPT.... The miRNA is hsa-miR-6853-3p with sequence UGUUCAUUGGAACCCUGCGCAG. (3) The miRNA is hsa-miR-4789-3p with sequence CACACAUAGCAGGUGUAUAUA. The protein sequence of the target gene is MAGSHPYFNQPDSTHPSPPSAPPSLRWYQRCQPSDATSGLLVALLGGGLPAGFVGPLSRMAYQASNLPSLELLIWRCLFHLPIALLLKLRGDPLLGTPDIRSRAFFCALLNILSIGCAYSAVQVVPAGNAATVRKGSSTVCSAVLTLCLESQGLSGYDWCGLLGCILGLIIIVGPGLWTLQEGTTGVYTALGYVEAFLGGLALSLRLLVYRSLHFPPCLPTVAFLSGLVGLLGSVPGLFVLQAPVLPSDLLSWSCVGAVGILALVSFTCVGYAVTKAHPALVCAVLHSEVVVALILQYYM.... Result: 0 (no interaction).